From a dataset of Forward reaction prediction with 1.9M reactions from USPTO patents (1976-2016). Predict the product of the given reaction. Given the reactants [NH2:1][C:2]1[CH:3]=[C:4](/[CH:8]=[CH:9]/[C:10]2[CH:11]=[C:12]([NH:18][C:19]3[C:24]([Cl:25])=[CH:23][N:22]=[C:21]([Cl:26])[N:20]=3)[CH:13]=[CH:14][C:15]=2[O:16][CH3:17])[CH:5]=[N:6][CH:7]=1.O1CCCC1.C([O-])(=O)C.[Na+], predict the reaction product. The product is: [NH2:1][C:2]1[CH:3]=[C:4]([CH2:8][CH2:9][C:10]2[CH:11]=[C:12]([NH:18][C:19]3[C:24]([Cl:25])=[CH:23][N:22]=[C:21]([Cl:26])[N:20]=3)[CH:13]=[CH:14][C:15]=2[O:16][CH3:17])[CH:5]=[N:6][CH:7]=1.